This data is from Full USPTO retrosynthesis dataset with 1.9M reactions from patents (1976-2016). The task is: Predict the reactants needed to synthesize the given product. (1) Given the product [CH3:15][C:9]1([CH3:16])[N:8]([C:6]([O:5][C:1]([CH3:4])([CH3:3])[CH3:2])=[O:7])[C@H:12]([CH:13]([OH:14])[C:18]([F:20])([F:19])[F:17])[CH2:11][O:10]1, predict the reactants needed to synthesize it. The reactants are: [C:1]([O:5][C:6]([N:8]1[C@H:12]([CH:13]=[O:14])[CH2:11][O:10][C:9]1([CH3:16])[CH3:15])=[O:7])([CH3:4])([CH3:3])[CH3:2].[F:17][C:18]([Si](C)(C)C)([F:20])[F:19].[F-].C([N+](CCCC)(CCCC)CCCC)CCC. (2) The reactants are: C([O:4][C@@H:5]1[CH2:9][C@H:8]([C:10]2[N:14]3[C:15]4[CH:21]=[CH:20][N:19](S(C5C=CC(C)=CC=5)(=O)=O)[C:16]=4[N:17]=[CH:18][C:13]3=[C:12](Br)[N:11]=2)[N:7]([C:33](=[O:35])[CH3:34])[CH2:6]1)(=O)C.[CH:36]1([C@H:39]([O:41][C:42]2[CH:47]=[CH:46][C:45](B3OC(C)(C)C(C)(C)O3)=[CH:44][CH:43]=2)[CH3:40])[CH2:38][CH2:37]1.C([O-])([O-])=O.[Cs+].[Cs+].[OH-].[Na+]. Given the product [CH:36]1([C@H:39]([O:41][C:42]2[CH:43]=[CH:44][C:45]([C:12]3[N:11]=[C:10]([C@H:8]4[CH2:9][C@@H:5]([OH:4])[CH2:6][N:7]4[C:33](=[O:35])[CH3:34])[N:14]4[C:15]5[CH:21]=[CH:20][NH:19][C:16]=5[N:17]=[CH:18][C:13]=34)=[CH:46][CH:47]=2)[CH3:40])[CH2:38][CH2:37]1, predict the reactants needed to synthesize it. (3) Given the product [Cl:1][C:2]1[N:3]=[C:4]([C:9]([NH:11][C@H:12]2[CH2:17][CH2:16][N:15]([C:18](=[O:20])/[CH:39]=[CH:38]/[C:37]([O:36][CH2:34][CH3:35])=[O:43])[CH2:14][C@H:13]2[O:25][CH3:26])=[O:10])[NH:5][C:6]=1[CH2:7][CH3:8], predict the reactants needed to synthesize it. The reactants are: [Cl:1][C:2]1[N:3]=[C:4]([C:9]([NH:11][C@H:12]2[CH2:17][CH2:16][N:15]([C:18]([O:20]C(C)(C)C)=O)[CH2:14][C@H:13]2[O:25][CH3:26])=[O:10])[NH:5][C:6]=1[CH2:7][CH3:8].Cl.C(OCC)(=O)C.[CH2:34]([O:36][C:37](=[O:43])/[CH:38]=[CH:39]/C(O)=O)[CH3:35].CCN=C=NCCCN(C)C.Cl.Cl. (4) Given the product [CH2:1]([N:8]1[C:16]2[C:11](=[CH:12][CH:13]=[CH:14][CH:15]=2)[C:10]([C:17](=[N:18][NH:19][C:20]2[S:22][CH:24]=[C:25]([C:27]3[CH:32]=[CH:31][CH:30]=[CH:29][CH:28]=3)[N:21]=2)[CH3:33])=[CH:9]1)[C:2]1[CH:3]=[CH:4][CH:5]=[CH:6][CH:7]=1, predict the reactants needed to synthesize it. The reactants are: [CH2:1]([N:8]1[C:16]2[C:11](=[CH:12][CH:13]=[CH:14][CH:15]=2)[C:10]([CH:17]=[N:18][NH:19][C:20](=[S:22])[NH2:21])=[CH:9]1)[C:2]1[CH:7]=[CH:6][CH:5]=[CH:4][CH:3]=1.Br[CH2:24][C:25]([C:27]1[CH:32]=[CH:31][CH:30]=[CH:29][CH:28]=1)=O.[CH2:33]1COCC1. (5) Given the product [CH:24]1([C:30]2[CH:35]=[CH:34][C:33]3[O:19][C:17]([C:15]4[CH:14]=[CH:13][C:5]5[N:6]([CH:7]6[CH2:8][CH2:9][O:10][CH2:11][CH2:12]6)[C:2]([CH3:1])=[N:3][C:4]=5[CH:16]=4)=[N:37][C:32]=3[CH:31]=2)[CH2:25][CH2:26][CH2:27][CH2:28][CH2:29]1, predict the reactants needed to synthesize it. The reactants are: [CH3:1][C:2]1[N:6]([CH:7]2[CH2:12][CH2:11][O:10][CH2:9][CH2:8]2)[C:5]2[CH:13]=[CH:14][C:15]([C:17]([OH:19])=O)=[CH:16][C:4]=2[N:3]=1.S(Cl)(Cl)=O.[CH:24]1([C:30]2[CH:35]=[CH:34][C:33](O)=[C:32]([NH2:37])[CH:31]=2)[CH2:29][CH2:28][CH2:27][CH2:26][CH2:25]1.C(N(CC)CC)C.CS(O)(=O)=O.C(=O)([O-])O.[Na+]. (6) Given the product [CH3:7][O:8][C:9]1[CH:14]=[C:13]([C:15]2[O:17][N:28]=[C:27]([C:29]3[CH:34]=[CH:33][CH:32]=[CH:31][C:30]=3[O:35][CH3:36])[N:26]=2)[CH:12]=[CH:11][C:10]=1[C:18]1[CH:23]=[CH:22][CH:21]=[CH:20][C:19]=1[CH3:24], predict the reactants needed to synthesize it. The reactants are: C(Cl)(=O)C(Cl)=O.[CH3:7][O:8][C:9]1[CH:14]=[C:13]([C:15]([OH:17])=O)[CH:12]=[CH:11][C:10]=1[C:18]1[CH:23]=[CH:22][CH:21]=[CH:20][C:19]=1[CH3:24].O[N:26]=[C:27]([C:29]1[CH:34]=[CH:33][CH:32]=[CH:31][C:30]=1[O:35][CH3:36])[NH2:28].CCN(C(C)C)C(C)C. (7) The reactants are: [CH3:1][O:2][C:3]1[CH:12]=[C:11]2[C:6]([CH2:7][CH2:8][C:9](=O)[C:10]2([CH3:14])[CH3:13])=[CH:5][CH:4]=1.[C:16]([C:18]1[CH:19]=[C:20]([NH:25]N)[CH:21]=[CH:22][C:23]=1[F:24])#[N:17]. Given the product [F:24][C:23]1[CH:22]=[C:21]2[C:20](=[CH:19][C:18]=1[C:16]#[N:17])[NH:25][C:9]1[C:10]([CH3:14])([CH3:13])[C:11]3[CH:12]=[C:3]([O:2][CH3:1])[CH:4]=[CH:5][C:6]=3[CH2:7][C:8]2=1, predict the reactants needed to synthesize it. (8) Given the product [OH:2][C:3]1[CH:20]=[C:19]([C:21]([N:64]2[CH2:65][CH2:66][N:61]([CH3:60])[CH2:62][CH2:63]2)=[O:23])[CH:18]=[C:17]2[C:4]=1[C@@:5]1([CH3:29])[C@H:14]([CH2:15][S:16]2(=[O:24])=[O:25])[C@:13]2([CH3:26])[C@H:8]([C:9]([CH3:28])([CH3:27])[CH2:10][CH2:11][CH2:12]2)[CH2:7][CH2:6]1, predict the reactants needed to synthesize it. The reactants are: C[O:2][C:3]1[CH:20]=[C:19]([C:21]([OH:23])=O)[CH:18]=[C:17]2[C:4]=1[C@H:5]1[C@H:14]([CH2:15][S:16]2(=[O:25])=[O:24])[C@:13]2([CH3:26])[C@H:8]([C:9]([CH3:28])([CH3:27])[CH2:10][CH2:11][CH2:12]2)[CH2:7][CH2:6]1.[CH3:29]N(C(ON1N=NC2C=CC=NC1=2)=[N+](C)C)C.F[P-](F)(F)(F)(F)F.CN1CCOCC1.[CH3:60][N:61]1[CH2:66][CH2:65][NH:64][CH2:63][CH2:62]1. (9) Given the product [NH:20]1[C:28]2=[N:27][CH:26]=[CH:25][CH:24]=[C:23]2[C:22]([CH:29]=[C:10]2[O:9][C:8]([C:2]3[NH:1][CH:7]=[CH:6][CH:5]=[CH:4][CH:3]=3)=[C:12]([C:13]([O:15][CH:16]([CH3:17])[CH3:18])=[O:14])[C:11]2=[O:19])=[CH:21]1, predict the reactants needed to synthesize it. The reactants are: [NH:1]1[CH:7]=[CH:6][CH:5]=[CH:4][CH:3]=[C:2]1[C:8]1[O:9][CH2:10][C:11](=[O:19])[C:12]=1[C:13]([O:15][CH:16]([CH3:18])[CH3:17])=[O:14].[NH:20]1[C:28]2[C:23](=[CH:24][CH:25]=[CH:26][N:27]=2)[C:22]([CH:29]=O)=[CH:21]1. (10) Given the product [CH2:1]([O:8][C:9]([N:11]([CH2:16][CH2:17][C:18]([NH2:20])=[O:19])[CH2:12][CH2:13][CH2:14][Br:22])=[O:10])[C:2]1[CH:7]=[CH:6][CH:5]=[CH:4][CH:3]=1, predict the reactants needed to synthesize it. The reactants are: [CH2:1]([O:8][C:9]([N:11]([CH2:16][CH2:17][C:18]([NH2:20])=[O:19])[CH2:12][CH2:13][CH2:14]O)=[O:10])[C:2]1[CH:7]=[CH:6][CH:5]=[CH:4][CH:3]=1.C(Br)(Br)(Br)[Br:22].C1(P(C2C=CC=CC=2)C2C=CC=CC=2)C=CC=CC=1.O.